From a dataset of Reaction yield outcomes from USPTO patents with 853,638 reactions. Predict the reaction yield, written as a fraction of the theoretical maximum amount of product (1.0 means a 100% yield; for example, 0.34 means a 34% yield). The reactants are [Br:1][C:2]1[N:3]=[CH:4][C:5]([F:11])=[C:6]2[CH:10]=[CH:9][NH:8][C:7]=12.[Al+3].[Cl-].[Cl-].[Cl-].[Cl-].C(C1NC=C[N+]=1C)C.Cl[C:26](=[O:31])[C:27]([O:29]C)=[O:28]. The catalyst is O. The product is [Br:1][C:2]1[N:3]=[CH:4][C:5]([F:11])=[C:6]2[C:10]([C:26](=[O:31])[C:27]([OH:29])=[O:28])=[CH:9][NH:8][C:7]=12. The yield is 0.920.